This data is from Catalyst prediction with 721,799 reactions and 888 catalyst types from USPTO. The task is: Predict which catalyst facilitates the given reaction. (1) Reactant: Cl[CH2:2][C:3]1[C:8]([O:9][CH3:10])=[N:7][C:6]([C:11]2[CH:16]=[CH:15][CH:14]=[CH:13][CH:12]=2)=[CH:5][N:4]=1.[F:17][C:18]1[CH:23]=[CH:22][CH:21]=[C:20]([C:24]2[NH:25][CH:26]=[CH:27][N:28]=2)[N:19]=1.C([O-])([O-])=O.[K+].[K+]. Product: [F:17][C:18]1[N:19]=[C:20]([C:24]2[N:28]([CH2:2][C:3]3[C:8]([O:9][CH3:10])=[N:7][C:6]([C:11]4[CH:16]=[CH:15][CH:14]=[CH:13][CH:12]=4)=[CH:5][N:4]=3)[CH:27]=[CH:26][N:25]=2)[CH:21]=[CH:22][CH:23]=1. The catalyst class is: 3. (2) Reactant: [CH2:1]([CH:5]1[CH2:10][N:9](C(OC(C)(C)C)=O)[C:8](=[O:18])[CH2:7][C:6]1=[O:19])[CH:2]([CH3:4])[CH3:3].C(O)(C(F)(F)F)=O. Product: [CH2:1]([CH:5]1[CH2:10][NH:9][C:8](=[O:18])[CH2:7][C:6]1=[O:19])[CH:2]([CH3:4])[CH3:3]. The catalyst class is: 2. (3) Reactant: [CH:1]([O:4][C:5](=[O:32])[CH2:6][C@H:7]([CH:16]1[CH2:21][CH2:20][N:19](C(OCC2C=CC=CC=2)=O)[CH2:18][CH2:17]1)[C:8]1[CH:13]=[C:12]([F:14])[CH:11]=[C:10]([F:15])[CH:9]=1)([CH3:3])[CH3:2]. Product: [CH:1]([O:4][C:5](=[O:32])[CH2:6][C@H:7]([CH:16]1[CH2:17][CH2:18][NH:19][CH2:20][CH2:21]1)[C:8]1[CH:13]=[C:12]([F:14])[CH:11]=[C:10]([F:15])[CH:9]=1)([CH3:3])[CH3:2]. The catalyst class is: 261.